Predict the reaction yield, written as a fraction of the theoretical maximum amount of product (1.0 means a 100% yield; for example, 0.34 means a 34% yield). From a dataset of Reaction yield outcomes from USPTO patents with 853,638 reactions. (1) The reactants are [CH3:1][C@H:2]1[CH2:7][CH2:6][C@H:5]([NH:8][C:9]([C@@H:11]2[CH2:13][C@H:12]2[CH2:14][OH:15])=[O:10])[CH2:4][CH2:3]1.C(N(CC)CC)C.[CH3:23][S:24](O)(=[O:26])=[O:25]. The catalyst is CN(C)C1C=CN=CC=1.ClCCl. The product is [CH3:1][C@H:2]1[CH2:3][CH2:4][C@H:5]([NH:8][C:9]([C@@H:11]2[CH2:13][C@H:12]2[CH2:14][O:15][S:24]([CH3:23])(=[O:26])=[O:25])=[O:10])[CH2:6][CH2:7]1. The yield is 0.740. (2) The reactants are Cl.[CH2:2]([N:9]1[CH:17]=[C:16]2[C:11]([CH:12]=[C:13]([C:18]3[CH:19]=[C:20]([C:28]4[N:29]=[C:30]([CH:33]5[CH2:38][CH2:37][NH:36][CH2:35][CH2:34]5)[S:31][CH:32]=4)[N:21]4[C:26]=3[C:25]([NH2:27])=[N:24][CH:23]=[N:22]4)[CH:14]=[CH:15]2)=[N:10]1)[C:3]1[CH:8]=[CH:7][CH:6]=[CH:5][CH:4]=1.CC(O)=O.C(O[C:46]1(O[Si](C)(C)C)[CH2:48][CH2:47]1)C.C([BH3-])#N.[Na+].[OH-].[Na+]. The catalyst is CO. The product is [CH2:2]([N:9]1[CH:17]=[C:16]2[C:11]([CH:12]=[C:13]([C:18]3[CH:19]=[C:20]([C:28]4[N:29]=[C:30]([CH:33]5[CH2:38][CH2:37][N:36]([CH:46]6[CH2:48][CH2:47]6)[CH2:35][CH2:34]5)[S:31][CH:32]=4)[N:21]4[C:26]=3[C:25]([NH2:27])=[N:24][CH:23]=[N:22]4)[CH:14]=[CH:15]2)=[N:10]1)[C:3]1[CH:4]=[CH:5][CH:6]=[CH:7][CH:8]=1. The yield is 0.210. (3) The reactants are [O:1]=[C:2]1[C:10]2[C:5](=[CH:6][CH:7]=[CH:8][CH:9]=2)[C:4](=[O:11])[N:3]1[C:12]1[N:13]=[CH:14][CH:15]=[C:16]2[C:21]=1[CH:20]=[N:19][C:18]([NH:22][CH:23]=O)=[CH:17]2.ClC(Cl)(OC(=O)OC(Cl)(Cl)Cl)Cl.CCN(CC)CC. The catalyst is C(Cl)Cl. The product is [N+:22]([C:18]1[CH:17]=[C:16]2[C:21](=[CH:20][N:19]=1)[C:12]([N:3]1[C:2](=[O:1])[C:10]3[C:5](=[CH:6][CH:7]=[CH:8][CH:9]=3)[C:4]1=[O:11])=[N:13][CH:14]=[CH:15]2)#[C-:23]. The yield is 0.410. (4) The reactants are [BH4-].[Na+].[C:3]1([S:9]([N:12]2[C:20]3[C:15](=[CH:16][C:17]([C:21](=O)[CH3:22])=[CH:18][CH:19]=3)[CH2:14][CH2:13]2)(=[O:11])=[O:10])[CH:8]=[CH:7][CH:6]=[CH:5][CH:4]=1.O.[OH-].[Na+]. The catalyst is C(O)(C(F)(F)F)=O. The product is [CH2:21]([C:17]1[CH:16]=[C:15]2[C:20](=[CH:19][CH:18]=1)[N:12]([S:9]([C:3]1[CH:8]=[CH:7][CH:6]=[CH:5][CH:4]=1)(=[O:11])=[O:10])[CH2:13][CH2:14]2)[CH3:22]. The yield is 0.470.